From a dataset of Full USPTO retrosynthesis dataset with 1.9M reactions from patents (1976-2016). Predict the reactants needed to synthesize the given product. Given the product [NH2:32][C:29]1[N:30]=[CH:31][C:26]([C:24]2[O:23][N:22]=[C:21]([CH2:20][C:19]3[CH:33]=[CH:34][C:16]([OH:15])=[CH:17][CH:18]=3)[CH:25]=2)=[CH:27][CH:28]=1, predict the reactants needed to synthesize it. The reactants are: FC(F)(F)C(O)=O.C([O:15][C:16]1[CH:34]=[CH:33][C:19]([CH2:20][C:21]2[CH:25]=[C:24]([C:26]3[CH:27]=[CH:28][C:29]([NH2:32])=[N:30][CH:31]=3)[O:23][N:22]=2)=[CH:18][CH:17]=1)C1C=CC=CC=1.C1(SC)C=CC=CC=1.C(=O)([O-])O.[Na+].